From a dataset of Experimentally validated miRNA-target interactions with 360,000+ pairs, plus equal number of negative samples. Binary Classification. Given a miRNA mature sequence and a target amino acid sequence, predict their likelihood of interaction. (1) The miRNA is hsa-miR-6876-3p with sequence AGCUGUCUGUGUUUUCCUUCUCAG. The protein sequence of the target gene is MSSSGYPPNQGAFSTEQSRYPPHSVQYTFPNTRHQQEFAVPDYRSSHLEVSQASQLLQQQQQQQLRRRPSLLSEFHPGSDRPQERRTSYEPFHPGPSPVDHDSLESKRPRLEQVSDSHFQRVSAAVLPLVHPLPEGLRASADAKKDPAFGGKHEAPSSPISGQPCGDDQNASPSKLSKEELIQSMDRVDREIAKVEQQILKLKKKQQQLEEEAAKPPEPEKPVSPPPVEQKHRSIVQIIYDENRKKAEEAHKIFEGLGPKVELPLYNQPSDTKVYHENIKTNQVMRKKLILFFKRRNHAR.... Result: 0 (no interaction). (2) The miRNA is mmu-miR-574-5p with sequence UGAGUGUGUGUGUGUGAGUGUGU. The protein sequence of the target gene is MTLGSCCCEIMSSESSPAALSEADADIDVVGGGSGGGELPARSGPRAPRDVLPHGHEPPAEEAEADLAEDEEESGGCSDGEPRALASRGAAAAAGSPGPGAAAARGAAGPGPGPPSGGAATRSPLVKPPYSYIALITMAILQSPKKRLTLSEICEFISGRFPYYREKFPAWQNSIRHNLSLNDCFVKIPREPGNPGKGNYWTLDPESADMFDNGSFLRRRKRFKRQPLPPPHPHPHPHPELLLRGGAAAAGDPGAFLPGFAAYGAYGYGYGLALPAYGAPPPGPAPHPHPHPHAFAFAAA.... Result: 0 (no interaction). (3) The miRNA is hsa-miR-378a-3p with sequence ACUGGACUUGGAGUCAGAAGGC. Result: 1 (interaction). The protein sequence of the target gene is MYVTMMMTDQIPLELPPLLNGEVAMMPHLVNGDAAQQVILVQVNPGETFTIRAEDGTLQCIQGPAEVPMMSPNGSIPPIHVPPGYISQVIEDSTGVRRVVVTPQSPECYPPSYPSAMSPTHHLPPYLTHHPHFIHNSHTAYYPPVTGPGDMPPQFFPQHHLPHTIYGEQEIIPFYGMSTYITREDQYSKPPHKKLKDRQIDRQNRLNSPPSSIYKSSCTTVYNGYGKGHSGGSGGGGSGSGPGIKKTERRARSSPKSNDSDLQEYELEVKRVQDILSGIEKPQVSNIQARAVVLSWAPPV.... (4) The miRNA is hsa-miR-608 with sequence AGGGGUGGUGUUGGGACAGCUCCGU. The protein sequence of the target gene is MAGSPLLCGPRAGGVGILVLLLLGLLRLPPTLSARPVKEPRSLSAASAPLVETSTPLRLRRAVPRGEAAGAVQELARALAHLLEAERQERARAEAQEAEDQQARVLAQLLRAWGSPRASDPPLAPDDDPDAPAAQLARALLRARLDPAALAAQLVPAPAAAPRPRPPVYDDGPTGPDVEDAGDETPDVDPELLRYLLGRILTGSSEPEAAPAPRRLRRSVDQDLGPEVPPENVLGALLRVKRLENPSPQAPARRLLPP. Result: 0 (no interaction). (5) The miRNA is hsa-miR-1277-5p with sequence AAAUAUAUAUAUAUAUGUACGUAU. The protein sequence of the target gene is MGNSYAGQLKSARFEEALHNSIEASLRCSSVVPRPIFSQLYLDPDQHPFSSADVKPKVEDLDKDLVNRYTQNGSLDFSNNLTVNEMEDDEDDEEMSDSNSPPIPYSQKPAPEGSCTTDGFCQAGKDLRLVSLCMEQIDIPAGFLLVGAKSPNLPEHILVCAVDKRFLPDDHGKNALLGFSGNCIGCGERGFRYFTEFSNHINLKLTTQPKKQKHLKYYLVRSSQGVLSKGPLICWKECRSRQSSASCHSIKPSSSVSSTVTPENGTTNGYKSGFTQTDAANGNSSHGGKGSASSSTPAHT.... Result: 1 (interaction). (6) The miRNA is hsa-miR-619-5p with sequence GCUGGGAUUACAGGCAUGAGCC. The protein sequence of the target gene is MSQEKNEMFESEWSKEREREKQLASGLDTAEKALKVESEELQKSKSELICLYNEVHNLPGESESKDHFLIACDLLQRENSELETKVLKLSQEFAQLNHFTLGGKTAPSNLITSENTCKDPESNEPILETEIQSRKEETEELCPKLGERKQKEIPEESVKEGSFPREGQKEEGSQQNRDMKDEEKEQQLTMKPEEIVRLREELSHINQSLLQSQSSGDSSDDSGAQHPSSGEKLKYNQQGEVQQLHQNLHRLQILCNSAENELRYERGQNLDLKQHNSLLQEENIKIKIELKHAQQKLLDS.... Result: 1 (interaction).